Predict the product of the given reaction. From a dataset of Forward reaction prediction with 1.9M reactions from USPTO patents (1976-2016). (1) Given the reactants Cl.[Cl:2][C:3]1[NH:7][C:6]([C:8]2[CH:13]=[CH:12][C:11]([NH:14][C:15](=[O:52])[C@@H:16]([NH:34][C:35]([C@H:37]3[CH2:42][CH2:41][C@H:40]([CH2:43][NH:44]C(=O)OC(C)(C)C)[CH2:39][CH2:38]3)=[O:36])[CH2:17][C:18]3[CH:23]=[CH:22][C:21]([C:24]4[CH:29]=[CH:28][C:27]([S:30](=[O:33])(=[O:32])[NH2:31])=[CH:26][CH:25]=4)=[CH:20][CH:19]=3)=[CH:10][CH:9]=2)=[N:5][N:4]=1.C(#N)C, predict the reaction product. The product is: [ClH:2].[NH2:44][CH2:43][C@H:40]1[CH2:39][CH2:38][C@H:37]([C:35]([NH:34][C@@H:16]([CH2:17][C:18]2[CH:19]=[CH:20][C:21]([C:24]3[CH:29]=[CH:28][C:27]([S:30](=[O:32])(=[O:33])[NH2:31])=[CH:26][CH:25]=3)=[CH:22][CH:23]=2)[C:15]([NH:14][C:11]2[CH:10]=[CH:9][C:8]([C:6]3[NH:7][C:3]([Cl:2])=[N:4][N:5]=3)=[CH:13][CH:12]=2)=[O:52])=[O:36])[CH2:42][CH2:41]1. (2) The product is: [F:1][C:2]1[CH:7]=[C:6]([C:8]2[CH:12]=[C:11]([CH2:13][NH:14][C:15]3[CH:19]=[CH:18][O:17][N:16]=3)[O:10][N:9]=2)[CH:5]=[CH:4][C:3]=1[N:20]1[CH:24]=[CH:23][C:22]([C:25]#[N:26])=[CH:21]1. Given the reactants [F:1][C:2]1[CH:7]=[C:6]([C:8]2[CH:12]=[C:11]([CH2:13][NH:14][C:15]3[CH:19]=[CH:18][O:17][N:16]=3)[O:10][N:9]=2)[CH:5]=[CH:4][C:3]=1[N:20]1[CH:24]=[CH:23][C:22]([CH:25]=[N:26]O)=[CH:21]1.C1(P(C2C=CC=CC=2)C2C=CC=CC=2)C=CC=CC=1, predict the reaction product. (3) Given the reactants [CH3:1][N:2]([CH3:36])[C:3]1[CH:4]=[C:5]2[C:9](=[C:10]([CH:12]([O:14][CH2:15][C:16]3([C:29]4[CH:34]=[CH:33][C:32]([F:35])=[CH:31][CH:30]=4)[CH2:21][CH2:20][N:19](C(OC(C)(C)C)=O)[CH2:18][CH2:17]3)[CH3:13])[CH:11]=1)[NH:8][N:7]=[CH:6]2, predict the reaction product. The product is: [F:35][C:32]1[CH:33]=[CH:34][C:29]([C:16]2([CH2:15][O:14][CH:12]([C:10]3[CH:11]=[C:3]([N:2]([CH3:1])[CH3:36])[CH:4]=[C:5]4[C:9]=3[NH:8][N:7]=[CH:6]4)[CH3:13])[CH2:21][CH2:20][NH:19][CH2:18][CH2:17]2)=[CH:30][CH:31]=1.